Dataset: Forward reaction prediction with 1.9M reactions from USPTO patents (1976-2016). Task: Predict the product of the given reaction. (1) Given the reactants Cl.[CH3:2][O:3][NH2:4].C([O-])([O-])=O.[Na+].[Na+].[Br:11][C:12]1[CH:13]=[C:14]([S:18](Cl)(=[O:20])=[O:19])[CH:15]=[CH:16][CH:17]=1.[OH-].[Na+], predict the reaction product. The product is: [Br:11][C:12]1[CH:13]=[C:14]([S:18]([NH:4][O:3][CH3:2])(=[O:20])=[O:19])[CH:15]=[CH:16][CH:17]=1. (2) Given the reactants [NH2:1][C:2]1[NH:6][N:5]=[CH:4][C:3]=1[C:7]([O:9][CH2:10][CH3:11])=[O:8].[CH2:12]([N:14]1[C:22]2[C:17](=[CH:18][C:19]([C:23](=O)[CH2:24][C:25](OCC)=[O:26])=[CH:20][CH:21]=2)[CH:16]=[N:15]1)[CH3:13], predict the reaction product. The product is: [CH2:12]([N:14]1[C:22]2[C:17](=[CH:18][C:19]([C:23]3[NH:1][C:2]4[N:6]([N:5]=[CH:4][C:3]=4[C:7]([O:9][CH2:10][CH3:11])=[O:8])[C:25](=[O:26])[CH:24]=3)=[CH:20][CH:21]=2)[CH:16]=[N:15]1)[CH3:13]. (3) Given the reactants [F:1][C:2]1[CH:3]=[C:4]([CH:8]=[C:9]([N+:11]([O-:13])=[O:12])[CH:10]=1)[C:5]([OH:7])=[O:6].[C:14]1(C)[CH:19]=CC(S(O)(=O)=O)=C[CH:15]=1.C(O)C=C, predict the reaction product. The product is: [F:1][C:2]1[CH:3]=[C:4]([CH:8]=[C:9]([N+:11]([O-:13])=[O:12])[CH:10]=1)[C:5]([O:7][CH2:19][CH:14]=[CH2:15])=[O:6]. (4) Given the reactants [CH:1]1([NH:5][N:6]2[C:15]3[C:10](=[CH:11][CH:12]=[CH:13][CH:14]=3)[C:9]([OH:16])=[C:8]([C:17]3[NH:22][C:21]4[CH:23]=[CH:24][C:25]([OH:27])=[CH:26][C:20]=4[S:19](=[O:29])(=[O:28])[N:18]=3)[C:7]2=[O:30])[CH2:4][CH2:3][CH2:2]1.C(=O)([O-])[O-].[Cs+].[Cs+].Br[CH2:38][C:39]([NH2:41])=[O:40], predict the reaction product. The product is: [CH:1]1([NH:5][N:6]2[C:15]3[C:10](=[CH:11][CH:12]=[CH:13][CH:14]=3)[C:9]([OH:16])=[C:8]([C:17]3[NH:22][C:21]4[CH:23]=[CH:24][C:25]([O:27][CH2:38][C:39]([NH2:41])=[O:40])=[CH:26][C:20]=4[S:19](=[O:28])(=[O:29])[N:18]=3)[C:7]2=[O:30])[CH2:2][CH2:3][CH2:4]1. (5) Given the reactants Cl[C:2]1[CH:7]=[CH:6][N:5]=[C:4]2[CH:8]=[C:9]([C:11]3[N:12]=[CH:13][N:14]([CH2:16][C:17]([O:19][CH2:20][CH3:21])=[O:18])[CH:15]=3)[S:10][C:3]=12.[F:22][C:23]1[CH:28]=[C:27]([N+:29]([O-:31])=[O:30])[CH:26]=[CH:25][C:24]=1[OH:32].C([O-])([O-])=O.[K+].[K+], predict the reaction product. The product is: [F:22][C:23]1[CH:28]=[C:27]([N+:29]([O-:31])=[O:30])[CH:26]=[CH:25][C:24]=1[O:32][C:2]1[CH:7]=[CH:6][N:5]=[C:4]2[CH:8]=[C:9]([C:11]3[N:12]=[CH:13][N:14]([CH2:16][C:17]([O:19][CH2:20][CH3:21])=[O:18])[CH:15]=3)[S:10][C:3]=12.